Dataset: Full USPTO retrosynthesis dataset with 1.9M reactions from patents (1976-2016). Task: Predict the reactants needed to synthesize the given product. (1) Given the product [OH:52][CH2:51][C@H:49]([NH:50][C:17](=[O:18])[C:16]1[CH:20]=[C:21]([C:23](=[O:33])[N:24]([CH3:32])[CH2:25][C:26]2[S:27][CH:28]=[C:29]([CH3:31])[N:30]=2)[CH:22]=[C:14]([C:12](=[O:13])[NH:11][C@H:3]([C@H:2]([OH:1])[CH2:34][NH:35][CH2:36][C:37]2[CH:42]=[CH:41][CH:40]=[C:39]([O:43][CH3:44])[CH:38]=2)[CH2:4][C:5]2[CH:10]=[CH:9][CH:8]=[CH:7][CH:6]=2)[CH:15]=1)[C:48]([O:47][CH3:46])=[O:53], predict the reactants needed to synthesize it. The reactants are: [OH:1][C@H:2]([CH2:34][NH:35][CH2:36][C:37]1[CH:42]=[CH:41][CH:40]=[C:39]([O:43][CH3:44])[CH:38]=1)[C@@H:3]([NH:11][C:12]([C:14]1[CH:15]=[C:16]([CH:20]=[C:21]([C:23](=[O:33])[N:24]([CH3:32])[CH2:25][C:26]2[S:27][CH:28]=[C:29]([CH3:31])[N:30]=2)[CH:22]=1)[C:17](O)=[O:18])=[O:13])[CH2:4][C:5]1[CH:10]=[CH:9][CH:8]=[CH:7][CH:6]=1.Cl.[CH3:46][O:47][C:48](=[O:53])[C@H:49]([CH2:51][OH:52])[NH2:50].C1C=CC2N(O)N=NC=2C=1.CCN=C=NCCCN(C)C. (2) Given the product [C:13]([O:17][C:18](=[O:19])[N:20]([C@H:22]([CH2:26][C:27]1[CH:32]=[CH:31][CH:30]=[CH:29][CH:28]=1)[C:23]([N:63]1[CH2:64][CH2:65][CH:60]([CH2:59][N:58]([CH3:66])[CH3:57])[CH2:61][CH2:62]1)=[O:25])[CH3:21])([CH3:14])([CH3:15])[CH3:16], predict the reactants needed to synthesize it. The reactants are: Cl.CN(C)CCCN=C=NCC.[C:13]([O:17][C:18]([N:20]([C@H:22]([CH2:26][C:27]1[CH:32]=[CH:31][CH:30]=[CH:29][CH:28]=1)[C:23]([OH:25])=O)[CH3:21])=[O:19])([CH3:16])([CH3:15])[CH3:14].ON1C2N=CC=CC=2N=N1.C1(N)C(F)=C(F)C(F)=C(N)C=1F.Cl.Cl.[CH3:57][N:58]([CH3:66])[CH2:59][CH:60]1[CH2:65][CH2:64][NH:63][CH2:62][CH2:61]1.C(N(C(C)C)C(C)C)C. (3) Given the product [CH:13]([Si:12]([CH:19]([CH3:21])[CH3:20])([CH:16]([CH3:18])[CH3:17])[C:6]1[CH:7]=[CH:8][C:9]2[C:4](=[CH:3][C:2]([B:31]3[O:35][C:34]([CH3:37])([CH3:36])[C:33]([CH3:39])([CH3:38])[O:32]3)=[CH:11][CH:10]=2)[CH:5]=1)([CH3:15])[CH3:14], predict the reactants needed to synthesize it. The reactants are: Br[C:2]1[CH:11]=[CH:10][C:9]2[C:4](=[CH:5][C:6]([Si:12]([CH:19]([CH3:21])[CH3:20])([CH:16]([CH3:18])[CH3:17])[CH:13]([CH3:15])[CH3:14])=[CH:7][CH:8]=2)[CH:3]=1.[Li]CCCC.C(O[B:31]1[O:35][C:34]([CH3:37])([CH3:36])[C:33]([CH3:39])([CH3:38])[O:32]1)(C)C.[NH4+].[Cl-]. (4) Given the product [CH:12]1(/[CH:18]=[C:19](\[C:2]2[CH:7]=[CH:6][CH:5]=[C:4]([S:8]([CH3:11])(=[O:10])=[O:9])[CH:3]=2)/[CH2:20][OH:21])[CH2:17][CH2:16][CH2:15][CH2:14][CH2:13]1, predict the reactants needed to synthesize it. The reactants are: Br[C:2]1[CH:7]=[CH:6][CH:5]=[C:4]([S:8]([CH3:11])(=[O:10])=[O:9])[CH:3]=1.[CH:12]1(/[CH:18]=[C:19](\B2OC(C)(C)C(C)(C)O2)/[CH2:20][OH:21])[CH2:17][CH2:16][CH2:15][CH2:14][CH2:13]1.[F-].[Cs+]. (5) Given the product [C:17]1([CH3:24])[CH:18]=[C:19]([CH3:23])[CH:20]=[C:21]([CH3:22])[C:16]=1[C:12]1[N:11]=[C:10]([CH2:7][C:6]#[N:8])[CH:15]=[CH:14][CH:13]=1, predict the reactants needed to synthesize it. The reactants are: C([Li])CCC.[C:6](#[N:8])[CH3:7].Br[C:10]1[CH:15]=[CH:14][CH:13]=[C:12]([C:16]2[C:21]([CH3:22])=[CH:20][C:19]([CH3:23])=[CH:18][C:17]=2[CH3:24])[N:11]=1. (6) The reactants are: CI.[N:3]1[C:12]2[NH:11][C:10]3[CH:13]=[C:14]([CH:17]([OH:21])[C:18]([OH:20])=[O:19])[CH:15]=[CH:16][C:9]=3[S:8][C:7]=2[N:6]=[CH:5][CH:4]=1.[C:22](=O)([O-])[O-].[K+].[K+]. Given the product [CH3:22][O:19][C:18](=[O:20])[CH:17]([C:14]1[CH:15]=[CH:16][C:9]2[S:8][C:7]3[N:6]=[CH:5][CH:4]=[N:3][C:12]=3[NH:11][C:10]=2[CH:13]=1)[OH:21], predict the reactants needed to synthesize it. (7) Given the product [Br:9][C:3]1[S:4][CH:5]=[C:1]([C:12]([OH:14])=[O:13])[CH:2]=1, predict the reactants needed to synthesize it. The reactants are: [CH:1]1[CH:2]=[C:3](C(O)=O)[S:4][CH:5]=1.[Br:9]Br.C[C:12]([OH:14])=[O:13].